This data is from Forward reaction prediction with 1.9M reactions from USPTO patents (1976-2016). The task is: Predict the product of the given reaction. (1) Given the reactants [CH3:1][C:2]1[O:6][N:5]=[C:4]([C:7]2[CH:12]=[CH:11][CH:10]=[CH:9][CH:8]=2)[C:3]=1[CH2:13][O:14][C:15]1[CH:23]=[CH:22][C:18]([C:19]([OH:21])=O)=[CH:17][N:16]=1.[NH2:24][CH2:25][CH2:26][N:27]1[CH2:31][CH2:30][NH:29][C:28]1=[O:32], predict the reaction product. The product is: [CH3:1][C:2]1[O:6][N:5]=[C:4]([C:7]2[CH:8]=[CH:9][CH:10]=[CH:11][CH:12]=2)[C:3]=1[CH2:13][O:14][C:15]1[CH:23]=[CH:22][C:18]([C:19]([NH:24][CH2:25][CH2:26][N:27]2[CH2:31][CH2:30][NH:29][C:28]2=[O:32])=[O:21])=[CH:17][N:16]=1. (2) Given the reactants [F:1][C:2]1[CH:7]=[CH:6][C:5]([CH:8]([C:28]2[CH:33]=[CH:32][C:31]([C:34]3[CH:39]=[CH:38][C:37]([NH:40][C:41](=[O:47])[CH2:42][C:43]([O:45]C)=[O:44])=[CH:36][CH:35]=3)=[CH:30][CH:29]=2)[CH2:9]/[C:10](=[N:19]\[O:20]C(=O)CC(OC)=O)/[C:11]2[CH:16]=[CH:15][C:14](=[O:17])[N:13]([CH3:18])[CH:12]=2)=[C:4]([CH3:48])[CH:3]=1.O.[OH-].[Li+], predict the reaction product. The product is: [F:1][C:2]1[CH:7]=[CH:6][C:5]([CH:8]([C:28]2[CH:33]=[CH:32][C:31]([C:34]3[CH:35]=[CH:36][C:37]([NH:40][C:41](=[O:47])[CH2:42][C:43]([OH:45])=[O:44])=[CH:38][CH:39]=3)=[CH:30][CH:29]=2)[CH2:9]/[C:10](=[N:19]\[OH:20])/[C:11]2[CH:16]=[CH:15][C:14](=[O:17])[N:13]([CH3:18])[CH:12]=2)=[C:4]([CH3:48])[CH:3]=1. (3) Given the reactants [F:1][C:2]([F:23])([F:22])[C:3]1[CH:8]=[CH:7][N:6]=[C:5]([C:9]2[CH:14]=[CH:13][C:12]([C:15]3[N:19]=[N:18][NH:17][C:16]=3[C:20]#[N:21])=[CH:11][CH:10]=2)[N:4]=1.[CH2:24]([O:31][C:32](=[O:44])[CH2:33][C:34]([O:37][C:38]([O:40][CH:41](Cl)[CH3:42])=[O:39])([CH3:36])[CH3:35])[C:25]1[CH:30]=[CH:29][CH:28]=[CH:27][CH:26]=1.C(=O)(O)[O-].[Na+].O, predict the reaction product. The product is: [CH2:24]([O:31][C:32](=[O:44])[CH2:33][C:34]([O:37][C:38]([O:40][CH:41]([N:18]1[N:17]=[C:16]([C:20]#[N:21])[C:15]([C:12]2[CH:11]=[CH:10][C:9]([C:5]3[N:4]=[C:3]([C:2]([F:1])([F:22])[F:23])[CH:8]=[CH:7][N:6]=3)=[CH:14][CH:13]=2)=[N:19]1)[CH3:42])=[O:39])([CH3:36])[CH3:35])[C:25]1[CH:26]=[CH:27][CH:28]=[CH:29][CH:30]=1.